Dataset: Reaction yield outcomes from USPTO patents with 853,638 reactions. Task: Predict the reaction yield, written as a fraction of the theoretical maximum amount of product (1.0 means a 100% yield; for example, 0.34 means a 34% yield). The reactants are [C:1]([C:5]1[CH:6]=[C:7]2[C:12](=[C:13]([F:15])[CH:14]=1)[C:11](=[O:16])[N:10]([C:17]1[N:24]=[CH:23][CH:22]=[C:21](Cl)[C:18]=1[CH:19]=[O:20])[N:9]=[CH:8]2)([CH3:4])([CH3:3])[CH3:2].[C:26]([N:31]1[CH2:36][CH2:35][N:34]2[N:37]=[C:38]([NH:40][C:41]3[C:42](=[O:57])[N:43]([CH3:56])[CH:44]=[C:45](B4OC(C)(C)C(C)(C)O4)[CH:46]=3)[CH:39]=[C:33]2[CH2:32]1)(=[O:30])[CH:27]([CH3:29])[CH3:28].[O-]P([O-])([O-])=O.[K+].[K+].[K+].C([O-])(=O)C.[Na+]. The catalyst is O.C1C=CC(P(C2C=CC=CC=2)[C-]2C=CC=C2)=CC=1.C1C=CC(P(C2C=CC=CC=2)[C-]2C=CC=C2)=CC=1.Cl[Pd]Cl.[Fe+2].C(#N)C. The product is [C:1]([C:5]1[CH:6]=[C:7]2[C:12](=[C:13]([F:15])[CH:14]=1)[C:11](=[O:16])[N:10]([C:17]1[N:24]=[CH:23][CH:22]=[C:21]([C:45]3[CH:46]=[C:41]([NH:40][C:38]4[CH:39]=[C:33]5[CH2:32][N:31]([C:26](=[O:30])[CH:27]([CH3:28])[CH3:29])[CH2:36][CH2:35][N:34]5[N:37]=4)[C:42](=[O:57])[N:43]([CH3:56])[CH:44]=3)[C:18]=1[CH:19]=[O:20])[N:9]=[CH:8]2)([CH3:4])([CH3:3])[CH3:2]. The yield is 0.370.